This data is from Peptide-MHC class I binding affinity with 185,985 pairs from IEDB/IMGT. The task is: Regression. Given a peptide amino acid sequence and an MHC pseudo amino acid sequence, predict their binding affinity value. This is MHC class I binding data. The peptide sequence is SIFPANINDK. The MHC is HLA-A03:01 with pseudo-sequence HLA-A03:01. The binding affinity (normalized) is 0.343.